From a dataset of Full USPTO retrosynthesis dataset with 1.9M reactions from patents (1976-2016). Predict the reactants needed to synthesize the given product. Given the product [CH2:27]([N:4]([CH2:1][CH2:2][CH3:3])[CH2:5][CH2:6][CH2:7][CH2:8][NH:9][C:10](=[O:26])[C:11]1[CH:16]=[CH:15][C:14]([CH2:17][N:18]([CH2:19][C:20]2[N:21]([CH3:25])[CH:22]=[CH:23][N:24]=2)[CH2:45][C:42]2[CH:41]=[CH:40][C:39]([CH3:38])=[CH:44][N:43]=2)=[CH:13][CH:12]=1)[CH2:28][CH3:29], predict the reactants needed to synthesize it. The reactants are: [CH2:1]([N:4]([CH2:27][CH2:28][CH3:29])[CH2:5][CH2:6][CH2:7][CH2:8][NH:9][C:10](=[O:26])[C:11]1[CH:16]=[CH:15][C:14]([CH2:17][NH:18][CH2:19][C:20]2[N:21]([CH3:25])[CH:22]=[CH:23][N:24]=2)=[CH:13][CH:12]=1)[CH2:2][CH3:3].C([BH3-])#N.[Na+].C(O)(=O)C.[CH3:38][C:39]1[CH:40]=[CH:41][C:42]([CH:45]=O)=[N:43][CH:44]=1.